Dataset: Forward reaction prediction with 1.9M reactions from USPTO patents (1976-2016). Task: Predict the product of the given reaction. (1) Given the reactants C(N(CC)CC)C.Cl[C:9]1[C:18]2[C:13](=[CH:14][CH:15]=[CH:16][N:17]=2)[N:12]=[CH:11][C:10]=1[N+:19]([O-:21])=[O:20].Cl.[NH2:23][CH2:24][C:25]1([OH:31])[CH2:30][CH2:29][CH2:28][CH2:27][CH2:26]1, predict the reaction product. The product is: [N+:19]([C:10]1[CH:11]=[N:12][C:13]2[C:18]([C:9]=1[NH:23][CH2:24][C:25]1([OH:31])[CH2:30][CH2:29][CH2:28][CH2:27][CH2:26]1)=[N:17][CH:16]=[CH:15][CH:14]=2)([O-:21])=[O:20]. (2) Given the reactants [N+:1]([C:4]1[N:5]=[CH:6][N:7]2[C:11]([C:12]([F:15])([F:14])[F:13])=[CH:10][S:9][C:8]=12)([O-])=O.C(OCC)(=O)C.[ClH:22], predict the reaction product. The product is: [ClH:22].[F:14][C:12]([F:13])([F:15])[C:11]1[N:7]2[CH:6]=[N:5][C:4]([NH2:1])=[C:8]2[S:9][CH:10]=1. (3) Given the reactants [CH2:1]([O:8][C:9]1[CH:14]=[CH:13][C:12]([N+:15]([O-])=O)=[CH:11][C:10]=1[F:18])[C:2]1[CH:7]=[CH:6][CH:5]=[CH:4][CH:3]=1.C(=O)(O)[O-].[Na+].Cl[C:25]([O:27][CH2:28][C:29]1[CH:34]=[CH:33][CH:32]=[CH:31][CH:30]=1)=[O:26].CCCCCC.C(OCC)(=O)C, predict the reaction product. The product is: [CH2:28]([O:27][C:25](=[O:26])[NH:15][C:12]1[CH:13]=[CH:14][C:9]([O:8][CH2:1][C:2]2[CH:7]=[CH:6][CH:5]=[CH:4][CH:3]=2)=[C:10]([F:18])[CH:11]=1)[C:29]1[CH:34]=[CH:33][CH:32]=[CH:31][CH:30]=1. (4) Given the reactants [Cl:1][C:2]1[CH:7]=[CH:6][N:5]=[C:4]2[NH:8][CH:9]=[CH:10][C:3]=12.[C:11](O[C:11]([O:13][C:14]([CH3:17])([CH3:16])[CH3:15])=[O:12])([O:13][C:14]([CH3:17])([CH3:16])[CH3:15])=[O:12], predict the reaction product. The product is: [Cl:1][C:2]1[CH:7]=[CH:6][N:5]=[C:4]2[N:8]([C:11]([O:13][C:14]([CH3:17])([CH3:16])[CH3:15])=[O:12])[CH:9]=[CH:10][C:3]=12. (5) Given the reactants [CH3:1][O:2][C:3]1[CH:8]=[CH:7][C:6]([CH2:9][CH2:10][NH2:11])=[CH:5][CH:4]=1.[C:12]([C:16]1[CH:17]=[CH:18][C:19]([O:25][CH3:26])=[C:20]([CH:24]=1)[C:21](Cl)=[O:22])([CH3:15])([CH3:14])[CH3:13].Cl, predict the reaction product. The product is: [C:12]([C:16]1[CH:17]=[CH:18][C:19]([O:25][CH3:26])=[C:20]([CH:24]=1)[C:21]([NH:11][CH2:10][CH2:9][C:6]1[CH:7]=[CH:8][C:3]([O:2][CH3:1])=[CH:4][CH:5]=1)=[O:22])([CH3:15])([CH3:13])[CH3:14].